This data is from Full USPTO retrosynthesis dataset with 1.9M reactions from patents (1976-2016). The task is: Predict the reactants needed to synthesize the given product. (1) Given the product [Br:23][C:3]1[C:4]2[C:9](=[CH:8][CH:7]=[C:6]([C:10]([O:12][CH3:13])=[O:11])[CH:5]=2)[NH:1][N:2]=1, predict the reactants needed to synthesize it. The reactants are: [NH:1]1[C:9]2[C:4](=[CH:5][C:6]([C:10]([O:12][CH3:13])=[O:11])=[CH:7][CH:8]=2)[CH:3]=[N:2]1.[OH-].[Na+].C1C(=O)N([Br:23])C(=O)C1. (2) Given the product [Cl:1][C:2]1[CH:7]=[CH:6][C:5]([CH:8]([C:26]2[CH:31]=[CH:30][C:29]([S:32]([CH3:35])(=[O:33])=[O:34])=[CH:28][CH:27]=2)[CH2:9]/[C:10](/[C:12]2[CH:13]=[CH:14][C:15](=[O:25])[N:16]([CH2:18][CH2:19][O:20][CH2:21][CH2:22][O:23][CH3:24])[CH:17]=2)=[N:38]\[OH:39])=[C:4]([CH3:36])[CH:3]=1, predict the reactants needed to synthesize it. The reactants are: [Cl:1][C:2]1[CH:7]=[CH:6][C:5]([CH:8]([C:26]2[CH:31]=[CH:30][C:29]([S:32]([CH3:35])(=[O:34])=[O:33])=[CH:28][CH:27]=2)[CH2:9][C:10]([C:12]2[CH:13]=[CH:14][C:15](=[O:25])[N:16]([CH2:18][CH2:19][O:20][CH2:21][CH2:22][O:23][CH3:24])[CH:17]=2)=O)=[C:4]([CH3:36])[CH:3]=1.Cl.[NH2:38][OH:39].C(=O)([O-])O.[Na+]. (3) The reactants are: C([N:14]1C[CH:16]([O:18][CH:19]([C:28]2C=CC(Cl)=CC=2)C2C=CC(Cl)=CC=2Cl)[CH2:15]1)(C1C=CC=CC=1)C1C=CC=CC=1.Cl[CH:36]([O:38]C(Cl)=O)C. Given the product [C:16]([O:18][CH2:19][CH3:28])(=[O:38])[CH3:15].[CH3:36][OH:38].[OH-:18].[NH4+:14], predict the reactants needed to synthesize it.